This data is from Forward reaction prediction with 1.9M reactions from USPTO patents (1976-2016). The task is: Predict the product of the given reaction. (1) Given the reactants [C:1]1([CH:8]=[CH:7][CH:6]=[C:4]([OH:5])[CH:3]=1)[OH:2].O.C1(C)C=CC(S(O)(=O)=O)=CC=1.[CH2:21]([O:23][CH:24](OCC)[CH:25]=[CH2:26])[CH3:22].[OH-].[Na+], predict the reaction product. The product is: [CH2:21]([O:23][CH:24]1[CH2:25][CH2:26][C:8]2[C:1](=[CH:3][C:4]([OH:5])=[CH:6][CH:7]=2)[O:2]1)[CH3:22]. (2) Given the reactants [O:1]1[CH:5]=[CH:4][CH:3]=[C:2]1[C:6]1[O:10][N:9]=[C:8](C(O)=O)[CH:7]=1.C1C=CC(P([N:28]=[N+]=[N-])(C2C=CC=CC=2)=O)=CC=1.O, predict the reaction product. The product is: [O:1]1[CH:5]=[CH:4][CH:3]=[C:2]1[C:6]1[O:10][N:9]=[C:8]([NH2:28])[CH:7]=1. (3) Given the reactants [N:1]1[C:10]2[C:5](=[CH:6][C:7]([CH:11]=O)=[CH:8][CH:9]=2)[N:4]=[CH:3][CH:2]=1.[Br-].[O:14]1CCO[CH:15]1[CH2:19][P+](C1C=CC=CC=1)(C1C=CC=CC=1)C1C=CC=CC=1.COCCOCCN(CCOCCOC)CCOCCOC, predict the reaction product. The product is: [N:1]1[C:10]2[C:5](=[CH:6][C:7](/[CH:11]=[CH:19]/[CH:15]=[O:14])=[CH:8][CH:9]=2)[N:4]=[CH:3][CH:2]=1. (4) Given the reactants [OH:1][NH:2][C:3]([C:5]1[CH:6]=[CH:7][C:8]([CH3:28])=[C:9]([NH:11][C:12](=[O:27])[C:13]2[CH:18]=[CH:17][C:16]([O:19][CH2:20][C:21]3[CH:26]=[CH:25][CH:24]=[CH:23][N:22]=3)=[CH:15][CH:14]=2)[CH:10]=1)=[NH:4].[C:29](OC(=O)C)(=O)[CH3:30], predict the reaction product. The product is: [CH3:28][C:8]1[CH:7]=[CH:6][C:5]([C:3]2[N:4]=[C:29]([CH3:30])[O:1][N:2]=2)=[CH:10][C:9]=1[NH:11][C:12](=[O:27])[C:13]1[CH:18]=[CH:17][C:16]([O:19][CH2:20][C:21]2[CH:26]=[CH:25][CH:24]=[CH:23][N:22]=2)=[CH:15][CH:14]=1. (5) Given the reactants Br[CH2:2]/[CH:3]=[CH:4]/[C:5]([NH:7][C:8]1[CH:9]=[C:10]2[C:15](=[CH:16][C:17]=1[O:18][CH2:19][CH3:20])[N:14]=[CH:13][N:12]=[C:11]2[NH:21][C:22]1[CH:23]=[C:24]2[C:28](=[CH:29][CH:30]=1)[N:27]([CH2:31][C:32]1[CH:37]=[CH:36][CH:35]=[C:34]([F:38])[CH:33]=1)[N:26]=[CH:25]2)=[O:6].CCN(C(C)C)C(C)C.[O:48]1[C@H:53]2[CH2:54][NH:55][CH2:56][C@H:52]2[O:51][CH2:50][CH2:49]1.O, predict the reaction product. The product is: [CH2:19]([O:18][C:17]1[CH:16]=[C:15]2[C:10]([C:11]([NH:21][C:22]3[CH:23]=[C:24]4[C:28](=[CH:29][CH:30]=3)[N:27]([CH2:31][C:32]3[CH:37]=[CH:36][CH:35]=[C:34]([F:38])[CH:33]=3)[N:26]=[CH:25]4)=[N:12][CH:13]=[N:14]2)=[CH:9][C:8]=1[NH:7][C:5](=[O:6])/[CH:4]=[CH:3]/[CH2:2][N:55]1[CH2:54][C@H:53]2[O:48][CH2:49][CH2:50][O:51][C@H:52]2[CH2:56]1)[CH3:20]. (6) Given the reactants [NH2:1][C:2]1[CH:7]=[CH:6][CH:5]=[CH:4][N:3]=1.[Cl:8][CH2:9][C:10](=O)[CH2:11]Cl, predict the reaction product. The product is: [Cl:8][CH2:9][C:10]1[N:1]=[C:2]2[CH:7]=[CH:6][CH:5]=[CH:4][N:3]2[CH:11]=1.